This data is from Tox21: 12 toxicity assays (nuclear receptors and stress response pathways). The task is: Binary classification across 12 toxicity assays. (1) It tested positive (active) for: NR-AR (Androgen Receptor agonist activity), NR-ER (Estrogen Receptor agonist activity), and NR-ER-LBD (Estrogen Receptor Ligand Binding Domain agonist). The compound is C[C@]12CC[C@@H]3c4ccc(O)cc4CC[C@H]3[C@@H]1CC[C@@H]2OP(=O)(O)O. (2) The molecule is Cc1cc(C)cc(OP(=O)(Oc2cc(C)cc(C)c2)Oc2cc(C)cc(C)c2)c1. It tested positive (active) for: NR-AhR (Aryl hydrocarbon Receptor agonist activity). (3) The drug is C[C@]12C[C@H](O)[C@H]3[C@@H](CCC4=CC(=O)CC[C@@]43C)[C@@H]1CC[C@@H]2C(=O)CO. It tested positive (active) for: NR-AR (Androgen Receptor agonist activity), NR-AR-LBD (Androgen Receptor Ligand Binding Domain agonist), and SR-ARE (Antioxidant Response Element (oxidative stress)). (4) The drug is O=C(Nc1ccccc1)c1ccccc1I. It tested positive (active) for: NR-AhR (Aryl hydrocarbon Receptor agonist activity), and SR-ARE (Antioxidant Response Element (oxidative stress)). (5) It tested positive (active) for: SR-ARE (Antioxidant Response Element (oxidative stress)). The compound is CCOP(=S)(OCC)SCn1nnc2ccccc2c1=O. (6) The molecule is C[n+]1cc2c3c(ccc2c2ccc4cc5c(cc4c21)OCO5)OCO3. It tested positive (active) for: NR-AhR (Aryl hydrocarbon Receptor agonist activity), NR-ER-LBD (Estrogen Receptor Ligand Binding Domain agonist), and SR-HSE (Heat Shock Element response). (7) It tested positive (active) for: NR-AhR (Aryl hydrocarbon Receptor agonist activity). The drug is CNC(=O)Nc1ccc(Cl)c(Cl)c1. (8) It tested positive (active) for: SR-ARE (Antioxidant Response Element (oxidative stress)). The molecule is COP(=O)(OC)OC=C(Cl)Cl. (9) The drug is OC[P+](CO)(CO)CO.OC[P+](CO)(CO)CO. It tested positive (active) for: SR-ARE (Antioxidant Response Element (oxidative stress)).